Dataset: Catalyst prediction with 721,799 reactions and 888 catalyst types from USPTO. Task: Predict which catalyst facilitates the given reaction. (1) Reactant: [CH2:1]([SH:8])[C:2]1[CH:7]=[CH:6][CH:5]=[CH:4][CH:3]=1.[H-].[Na+].[NH2:11][C:12]1[N:17]=[C:16](Cl)[CH:15]=[C:14]([Cl:19])[N:13]=1. Product: [CH2:1]([S:8][C:16]1[CH:15]=[C:14]([Cl:19])[N:13]=[C:12]([NH2:11])[N:17]=1)[C:2]1[CH:7]=[CH:6][CH:5]=[CH:4][CH:3]=1. The catalyst class is: 76. (2) Reactant: [CH3:1][C:2]1[CH:7]=[C:6]([CH3:8])[CH:5]=[CH:4][N:3]=1.[OH:9]O. Product: [CH3:1][C:2]1[CH:7]=[C:6]([CH3:8])[CH:5]=[CH:4][N+:3]=1[O-:9]. The catalyst class is: 15. (3) Reactant: [C:1]([O:5][C:6]([N:8]1[CH2:13][CH2:12][N:11]([S:14]([C:17]2[CH:26]=[CH:25][C:24]3[C:19](=[CH:20][CH:21]=[C:22]([Cl:27])[CH:23]=3)[CH:18]=2)(=[O:16])=[O:15])[CH2:10][CH:9]1[C:28]([O:30]CC)=[O:29])=[O:7])([CH3:4])([CH3:3])[CH3:2].C(O)C.[OH-].[Na+].Cl. Product: [C:1]([O:5][C:6]([N:8]1[CH2:13][CH2:12][N:11]([S:14]([C:17]2[CH:26]=[CH:25][C:24]3[C:19](=[CH:20][CH:21]=[C:22]([Cl:27])[CH:23]=3)[CH:18]=2)(=[O:15])=[O:16])[CH2:10][CH:9]1[C:28]([OH:30])=[O:29])=[O:7])([CH3:4])([CH3:2])[CH3:3]. The catalyst class is: 54. (4) Reactant: Cl[C:2]1[C:3]2[C:4](=[CH:13][N:14](CC3C=CC(OC)=CC=3)[N:15]=2)[N:5]=[C:6]([C:8]2[CH:12]=[CH:11][S:10][CH:9]=2)[N:7]=1.[NH2:25][C:26]1[CH:31]=[CH:30][C:29]([N:32]2[CH2:37][CH2:36][S:35](=[O:39])(=[O:38])[CH2:34][CH2:33]2)=[CH:28][CH:27]=1.Cl. Product: [S:10]1[CH:11]=[CH:12][C:8]([C:6]2[N:7]=[C:2]([NH:25][C:26]3[CH:31]=[CH:30][C:29]([N:32]4[CH2:33][CH2:34][S:35](=[O:39])(=[O:38])[CH2:36][CH2:37]4)=[CH:28][CH:27]=3)[C:3]3[NH:15][N:14]=[CH:13][C:4]=3[N:5]=2)=[CH:9]1. The catalyst class is: 71. (5) Reactant: [NH2:1][C:2]1[N:7]([C:8]2[CH:31]=[CH:30][C:11]([O:12][CH2:13][C:14]([NH:16][C@H:17]([C:22]([O:24]C3CCCC3)=[O:23])[CH2:18][CH:19]([CH3:21])[CH3:20])=[O:15])=[CH:10][CH:9]=2)[C:6](=[O:32])[CH:5]=[CH:4][C:3]=1[C:33](=[O:41])[C:34]1[CH:39]=[CH:38][C:37]([F:40])=[CH:36][CH:35]=1.[Li+].[OH-]. Product: [NH2:1][C:2]1[N:7]([C:8]2[CH:31]=[CH:30][C:11]([O:12][CH2:13][C:14]([NH:16][C@H:17]([C:22]([OH:24])=[O:23])[CH2:18][CH:19]([CH3:21])[CH3:20])=[O:15])=[CH:10][CH:9]=2)[C:6](=[O:32])[CH:5]=[CH:4][C:3]=1[C:33](=[O:41])[C:34]1[CH:35]=[CH:36][C:37]([F:40])=[CH:38][CH:39]=1. The catalyst class is: 20. (6) Product: [Cl:24][C:25]1[CH:33]=[C:32]([C:34]([F:35])([F:36])[F:37])[CH:31]=[CH:30][C:26]=1[C:27]([NH:20][CH2:19][C:9]1([CH2:12][CH:13]2[CH2:18][CH2:17][O:16][CH2:15][CH2:14]2)[CH2:10][CH2:11][N:6]([S:3]([CH2:1][CH3:2])(=[O:5])=[O:4])[CH2:7][CH2:8]1)=[O:28]. Reactant: [CH2:1]([S:3]([N:6]1[CH2:11][CH2:10][C:9]([CH2:19][NH2:20])([CH2:12][CH:13]2[CH2:18][CH2:17][O:16][CH2:15][CH2:14]2)[CH2:8][CH2:7]1)(=[O:5])=[O:4])[CH3:2].N=C=N.[Cl:24][C:25]1[CH:33]=[C:32]([C:34]([F:37])([F:36])[F:35])[CH:31]=[CH:30][C:26]=1[C:27](O)=[O:28]. The catalyst class is: 4. (7) Reactant: [Br:1][C:2]1[N:7]=[C:6]([CH:8]=[O:9])[CH:5]=[CH:4][CH:3]=1.[Si]([C:14]([F:17])([F:16])[F:15])(C)(C)C.[F-].C([N+](CCCC)(CCCC)CCCC)CCC. Product: [Br:1][C:2]1[N:7]=[C:6]([CH:8]([OH:9])[C:14]([F:17])([F:16])[F:15])[CH:5]=[CH:4][CH:3]=1. The catalyst class is: 1. (8) Reactant: [CH3:1][O:2][C:3](=[O:11])[C:4]1[CH:9]=[CH:8][CH:7]=[C:6]([NH2:10])[CH:5]=1.C(=O)([O-])[O-].[K+].[K+].[CH2:18](Br)/[CH:19]=[C:20](/[CH2:22][CH2:23][CH:24]=[C:25]([CH3:27])[CH3:26])\[CH3:21]. Product: [CH3:1][O:2][C:3](=[O:11])[C:4]1[CH:9]=[CH:8][CH:7]=[C:6]([N:10]([CH2:18][CH:19]=[C:20]([CH3:21])[CH2:22][CH2:23][CH:24]=[C:25]([CH3:27])[CH3:26])[CH2:18][CH:19]=[C:20]([CH3:21])[CH2:22][CH2:23][CH:24]=[C:25]([CH3:27])[CH3:26])[CH:5]=1. The catalyst class is: 1.